This data is from NCI-60 drug combinations with 297,098 pairs across 59 cell lines. The task is: Regression. Given two drug SMILES strings and cell line genomic features, predict the synergy score measuring deviation from expected non-interaction effect. (1) Drug 1: COC1=C(C=C2C(=C1)N=CN=C2NC3=CC(=C(C=C3)F)Cl)OCCCN4CCOCC4. Drug 2: CS(=O)(=O)OCCCCOS(=O)(=O)C. Cell line: UACC-257. Synergy scores: CSS=8.52, Synergy_ZIP=-3.33, Synergy_Bliss=0.866, Synergy_Loewe=-14.3, Synergy_HSA=-3.50. (2) Drug 1: COC1=C(C=C2C(=C1)N=CN=C2NC3=CC(=C(C=C3)F)Cl)OCCCN4CCOCC4. Drug 2: B(C(CC(C)C)NC(=O)C(CC1=CC=CC=C1)NC(=O)C2=NC=CN=C2)(O)O. Cell line: UACC-257. Synergy scores: CSS=14.9, Synergy_ZIP=-2.44, Synergy_Bliss=0.294, Synergy_Loewe=0.553, Synergy_HSA=-0.0967. (3) Drug 1: CC1C(C(CC(O1)OC2CC(CC3=C2C(=C4C(=C3O)C(=O)C5=C(C4=O)C(=CC=C5)OC)O)(C(=O)C)O)N)O.Cl. Drug 2: C1=NC2=C(N=C(N=C2N1C3C(C(C(O3)CO)O)F)Cl)N. Cell line: LOX IMVI. Synergy scores: CSS=37.4, Synergy_ZIP=-6.74, Synergy_Bliss=-2.76, Synergy_Loewe=-2.78, Synergy_HSA=-2.36. (4) Drug 1: CC1=C(C=C(C=C1)NC2=NC=CC(=N2)N(C)C3=CC4=NN(C(=C4C=C3)C)C)S(=O)(=O)N.Cl. Drug 2: C1=CN(C(=O)N=C1N)C2C(C(C(O2)CO)O)O.Cl. Cell line: BT-549. Synergy scores: CSS=29.5, Synergy_ZIP=1.62, Synergy_Bliss=1.02, Synergy_Loewe=-54.7, Synergy_HSA=-1.14. (5) Drug 1: CCN(CC)CCNC(=O)C1=C(NC(=C1C)C=C2C3=C(C=CC(=C3)F)NC2=O)C. Drug 2: C(CC(=O)O)C(=O)CN.Cl. Cell line: NCIH23. Synergy scores: CSS=11.4, Synergy_ZIP=-2.49, Synergy_Bliss=-0.114, Synergy_Loewe=0.307, Synergy_HSA=0.524.